The task is: Predict the reactants needed to synthesize the given product.. This data is from Full USPTO retrosynthesis dataset with 1.9M reactions from patents (1976-2016). (1) Given the product [Br:1][C:2]1[C:7]2[N:8]([CH2:12][CH2:13][CH2:14][C:15]([O:17][CH2:18][CH3:19])=[O:16])[C:9]([NH:23][C:22]3[CH:24]=[CH:25][C:26]([Cl:28])=[CH:27][C:21]=3[Cl:20])=[N:10][C:6]=2[CH:5]=[CH:4][CH:3]=1, predict the reactants needed to synthesize it. The reactants are: [Br:1][C:2]1[C:7]2[N:8]([CH2:12][CH2:13][CH2:14][C:15]([O:17][CH2:18][CH3:19])=[O:16])[C:9](Cl)=[N:10][C:6]=2[CH:5]=[CH:4][CH:3]=1.[Cl:20][C:21]1[CH:27]=[C:26]([Cl:28])[CH:25]=[CH:24][C:22]=1[NH2:23].O.C1(C)C=CC(S(O)(=O)=O)=CC=1.C(=O)([O-])O.[Na+]. (2) Given the product [Cl:3][C:4]1[CH:5]=[CH:6][C:7]([C:8]([NH:10][CH:11]([CH2:17][C:18]2[C:27]3[C:22](=[CH:23][CH:24]=[CH:25][CH:26]=3)[NH:21][C:20](=[O:28])[CH:19]=2)[C:12]([OH:14])=[O:13])=[O:9])=[CH:34][CH:35]=1, predict the reactants needed to synthesize it. The reactants are: [OH-].[K+].[Cl:3][C:4]1[CH:35]=[CH:34][C:7]([C:8]([NH:10][C:11](C(OCC)=O)([CH2:17][C:18]2[C:27]3[C:22](=[CH:23][CH:24]=[CH:25][CH:26]=3)[NH:21][C:20](=[O:28])[CH:19]=2)[C:12]([O:14]CC)=[O:13])=[O:9])=[CH:6][CH:5]=1.